From a dataset of Catalyst prediction with 721,799 reactions and 888 catalyst types from USPTO. Predict which catalyst facilitates the given reaction. (1) Reactant: [F:1][C:2]([F:19])([F:18])[C:3]1[CH:8]=[CH:7][C:6]([C:9]2[CH:14]=[CH:13][CH:12]=[C:11]([C:15](=[O:17])[CH3:16])[CH:10]=2)=[CH:5][CH:4]=1.[BH4-].[Na+]. Product: [F:1][C:2]([F:18])([F:19])[C:3]1[CH:4]=[CH:5][C:6]([C:9]2[CH:14]=[CH:13][CH:12]=[C:11]([CH:15]([OH:17])[CH3:16])[CH:10]=2)=[CH:7][CH:8]=1. The catalyst class is: 315. (2) The catalyst class is: 4. Product: [O:18]1[C:17]2[CH:22]=[CH:23][C:14]([C:13]3[N:8]4[N:7]=[C:6]([NH:5][C:3](=[O:4])[CH2:2][N:36]5[CH2:37][CH2:38][N:33]([CH3:32])[CH2:34][CH2:35]5)[N:24]=[C:9]4[CH:10]=[CH:11][CH:12]=3)=[CH:15][C:16]=2[O:21][CH2:20][CH2:19]1. Reactant: Cl[CH2:2][C:3]([NH:5][C:6]1[N:24]=[C:9]2[CH:10]=[CH:11][CH:12]=[C:13]([C:14]3[CH:23]=[CH:22][C:17]4[O:18][CH2:19][CH2:20][O:21][C:16]=4[CH:15]=3)[N:8]2[N:7]=1)=[O:4].C(N(CC)CC)C.[CH3:32][N:33]1[CH2:38][CH2:37][NH:36][CH2:35][CH2:34]1. (3) Reactant: C[O:2][C:3](=[O:38])[C:4]1[CH:9]=[CH:8][CH:7]=[C:6]([N:10]2[C:14]([NH:15][C:16]([NH:18][C:19]3[CH:24]=[CH:23][C:22]([O:25][C:26]4[CH:31]=[CH:30][N:29]=[C:28]([CH3:32])[CH:27]=4)=[CH:21][C:20]=3[F:33])=[O:17])=[CH:13][C:12]([C:34]([CH3:37])([CH3:36])[CH3:35])=[N:11]2)[CH:5]=1.COC(=O)C1C=CC(N2C(NC(NC3C=CC(OC4C=CN=C(C)C=4)=CC=3F)=O)=CC(C(C)(C)C)=N2)=CC=1.[OH-].[K+]. Product: [C:34]([C:12]1[CH:13]=[C:14]([NH:15][C:16]([NH:18][C:19]2[CH:24]=[CH:23][C:22]([O:25][C:26]3[CH:31]=[CH:30][N:29]=[C:28]([CH3:32])[CH:27]=3)=[CH:21][C:20]=2[F:33])=[O:17])[N:10]([C:6]2[CH:5]=[C:4]([CH:9]=[CH:8][CH:7]=2)[C:3]([OH:38])=[O:2])[N:11]=1)([CH3:37])([CH3:35])[CH3:36]. The catalyst class is: 24. (4) Reactant: C(OC([N:8]1[CH2:13][CH2:12][N:11]([C:14]2[N:19]=[C:18]([C:20]3[CH:25]=[CH:24][N:23]=[C:22]([NH:26][CH:27]4[CH2:32][CH2:31][CH2:30][CH2:29][CH2:28]4)[CH:21]=3)[C:17]([C:33]3[CH:38]=[CH:37][CH:36]=[CH:35][CH:34]=3)=[C:16]([C:39](=[O:41])[NH2:40])[CH:15]=2)[CH2:10][CH2:9]1)=O)(C)(C)C.C(O)(C(F)(F)F)=O. Product: [CH:27]1([NH:26][C:22]2[CH:21]=[C:20]([C:18]3[C:17]([C:33]4[CH:38]=[CH:37][CH:36]=[CH:35][CH:34]=4)=[C:16]([C:39]([NH2:40])=[O:41])[CH:15]=[C:14]([N:11]4[CH2:12][CH2:13][NH:8][CH2:9][CH2:10]4)[N:19]=3)[CH:25]=[CH:24][N:23]=2)[CH2:32][CH2:31][CH2:30][CH2:29][CH2:28]1. The catalyst class is: 2. (5) Reactant: [F:1][C:2]1[CH:3]=[C:4]([OH:11])[CH:5]=[CH:6][C:7]=1[N+:8]([O-:10])=[O:9].S(OCC)(O[CH2:16][CH3:17])(=O)=O.C([O-])([O-])=O.[K+].[K+]. Product: [CH2:16]([O:11][C:4]1[CH:5]=[CH:6][C:7]([N+:8]([O-:10])=[O:9])=[C:2]([F:1])[CH:3]=1)[CH3:17]. The catalyst class is: 18. (6) Reactant: [CH2:1]([NH:3][CH2:4][CH2:5][OH:6])[CH3:2].[N+:7]([O-:10])([OH:9])=[O:8]. Product: [N+:7]([O-:10])([O-:9])=[O:8].[CH2:1]([NH2+:3][CH2:4][CH2:5][O:6][N+:7]([O-:9])=[O:8])[CH3:2]. The catalyst class is: 521. (7) Reactant: [Cl:1][C:2]1[CH:10]=[C:9]2[C:5](/[C:6](=[CH:12]/[C:13]3[CH:18]=[CH:17][CH:16]=[C:15]([Cl:19])[CH:14]=3)/[C:7](=[O:11])[NH:8]2)=[CH:4][CH:3]=1.[CH3:20][C:21]([CH3:34])([CH3:33])[CH2:22][O:23]/[CH:24]=[CH:25]/[C:26](=[CH2:32])[O:27][Si](C)(C)C.[OH-].[Na+]. Product: [Cl:1][C:2]1[CH:10]=[C:9]2[C:5]([C:6]3([CH:24]([O:23][CH2:22][C:21]([CH3:34])([CH3:33])[CH3:20])[CH2:25][C:26](=[O:27])[CH2:32][CH:12]3[C:13]3[CH:18]=[CH:17][CH:16]=[C:15]([Cl:19])[CH:14]=3)[C:7](=[O:11])[NH:8]2)=[CH:4][CH:3]=1. The catalyst class is: 191.